Dataset: Forward reaction prediction with 1.9M reactions from USPTO patents (1976-2016). Task: Predict the product of the given reaction. (1) Given the reactants C1(P(C2C=CC=CC=2)C2C=CC=CC=2)C=CC=CC=1.O[CH2:21][C:22]([CH2:45][CH3:46])=[CH:23][CH2:24][C:25]1[C:33]([O:34][CH2:35][CH2:36][Si:37]([CH3:40])([CH3:39])[CH3:38])=[C:32]2[C:28]([CH2:29][O:30][C:31]2=[O:41])=[C:27]([CH3:42])[C:26]=1[O:43][CH3:44].C(Br)(Br)(Br)[Br:48], predict the reaction product. The product is: [Br:48][CH2:21][C:22]([CH2:45][CH3:46])=[CH:23][CH2:24][C:25]1[C:33]([O:34][CH2:35][CH2:36][Si:37]([CH3:40])([CH3:39])[CH3:38])=[C:32]2[C:28]([CH2:29][O:30][C:31]2=[O:41])=[C:27]([CH3:42])[C:26]=1[O:43][CH3:44]. (2) Given the reactants Cl.[OH:2][CH:3]1[O:11][C@H:10]([CH2:12][OH:13])[C@@H:8]([OH:9])[C@H:6]([OH:7])[C@H:4]1[NH2:5].CO[Na].CO.[C:19](OC(=O)C)(=[O:21])[CH3:20], predict the reaction product. The product is: [C:19]([NH:5][C@@H:4]1[C@@H:6]([OH:7])[C@H:8]([OH:9])[C@@H:10]([CH2:12][OH:13])[O:11][CH:3]1[OH:2])(=[O:21])[CH3:20]. (3) The product is: [C:14]([C:2]1[CH:11]=[C:10]([O:12][CH3:13])[CH:9]=[CH:8][C:3]=1[C:4]([O:6][CH3:7])=[O:5])(=[O:16])[CH3:15]. Given the reactants Br[C:2]1[CH:11]=[C:10]([O:12][CH3:13])[CH:9]=[CH:8][C:3]=1[C:4]([O:6][CH3:7])=[O:5].[CH:14]([O:16]CCCC)=[CH2:15].C1C=CC(P(C2C=CC=CC=2)C2C=CC=CC=2)=CC=1.CCN(CC)CC, predict the reaction product. (4) The product is: [C:35]([O:34][C:33]([N:32]([CH3:40])[CH2:31][CH2:30][N:29]([CH2:28][C:27]1[C:23]([C:5]2[CH2:6][C@H:7]([C:8]([O:10][CH3:11])=[O:9])[C:2]([CH3:1])([CH3:21])[CH2:3][CH:4]=2)=[N:24][N:25]([CH:42]2[CH2:47][CH2:46][CH2:45][CH2:44][O:43]2)[CH:26]=1)[CH3:41])=[O:39])([CH3:38])([CH3:37])[CH3:36]. Given the reactants [CH3:1][C:2]1([CH3:21])[C@@H:7]([C:8]([O:10][CH3:11])=[O:9])[CH2:6][C:5](B2OC(C)(C)C(C)(C)O2)=[CH:4][CH2:3]1.I[C:23]1[C:27]([CH2:28][N:29]([CH3:41])[CH2:30][CH2:31][N:32]([CH3:40])[C:33](=[O:39])[O:34][C:35]([CH3:38])([CH3:37])[CH3:36])=[CH:26][N:25]([CH:42]2[CH2:47][CH2:46][CH2:45][CH2:44][O:43]2)[N:24]=1.C([O-])([O-])=O.[K+].[K+].C(Cl)Cl, predict the reaction product. (5) Given the reactants C1([Li])C=CC=CC=1.[Cl-].[C:9]1([CH2:14][P+](C2C=CC=CC=2)(C2C=CC=CC=2)C2C=CC=CC=2)[S:13][CH:12]=[CH:11][CH:10]=1.[CH2:34]([O:41][C:42]1[CH:49]=[C:48]([N:50]([CH2:55][CH2:56][CH2:57][CH3:58])[CH2:51][CH2:52][CH2:53][CH3:54])[CH:47]=[CH:46][C:43]=1[CH:44]=O)[C:35]1[CH:40]=[CH:39][CH:38]=[CH:37][CH:36]=1.O, predict the reaction product. The product is: [CH2:34]([O:41][C:42]1[CH:49]=[C:48]([N:50]([CH2:55][CH2:56][CH2:57][CH3:58])[CH2:51][CH2:52][CH2:53][CH3:54])[CH:47]=[CH:46][C:43]=1[CH:44]=[CH:14][C:9]1[S:13][CH:12]=[CH:11][CH:10]=1)[C:35]1[CH:40]=[CH:39][CH:38]=[CH:37][CH:36]=1. (6) Given the reactants [Cl:1][C:2]1[CH:7]=[CH:6][CH:5]=[C:4]([Cl:8])[C:3]=1[C:9](Cl)=[N:10][OH:11].[C:13]([C:15]1[CH:22]=[CH:21][C:18]([C:19]#[N:20])=[CH:17][CH:16]=1)#[CH:14], predict the reaction product. The product is: [Cl:1][C:2]1[CH:7]=[CH:6][CH:5]=[C:4]([Cl:8])[C:3]=1[C:9]1[CH:14]=[C:13]([C:15]2[CH:22]=[CH:21][C:18]([C:19]#[N:20])=[CH:17][CH:16]=2)[O:11][N:10]=1.